From a dataset of Peptide-MHC class I binding affinity with 185,985 pairs from IEDB/IMGT. Regression. Given a peptide amino acid sequence and an MHC pseudo amino acid sequence, predict their binding affinity value. This is MHC class I binding data. (1) The peptide sequence is FLVQAWKSK. The MHC is Patr-A0101 with pseudo-sequence Patr-A0101. The binding affinity (normalized) is 0.222. (2) The binding affinity (normalized) is 0.0847. The peptide sequence is YRTAVCGLY. The MHC is HLA-A69:01 with pseudo-sequence HLA-A69:01.